Task: Predict the product of the given reaction.. Dataset: Forward reaction prediction with 1.9M reactions from USPTO patents (1976-2016) (1) Given the reactants [N:1]([C@H:4]([C:19](=[O:31])[NH:20][C:21]1[CH:22]=[N:23][C:24]2[C:29]([CH:30]=1)=[CH:28][CH:27]=[CH:26][CH:25]=2)[CH2:5][CH:6]1[CH2:11][CH2:10][N:9]([C:12]([O:14][C:15]([CH3:18])([CH3:17])[CH3:16])=[O:13])[CH2:8][CH2:7]1)=[N+]=[N-].[OH-].[Na+].P(C)(C)C, predict the reaction product. The product is: [NH2:1][C@H:4]([C:19](=[O:31])[NH:20][C:21]1[CH:22]=[N:23][C:24]2[C:29]([CH:30]=1)=[CH:28][CH:27]=[CH:26][CH:25]=2)[CH2:5][CH:6]1[CH2:11][CH2:10][N:9]([C:12]([O:14][C:15]([CH3:17])([CH3:18])[CH3:16])=[O:13])[CH2:8][CH2:7]1. (2) Given the reactants [CH3:1][O:2][C:3]1[C:8]([CH2:9]O)=[CH:7][C:6]([C:11]([F:14])([F:13])[F:12])=[CH:5][N:4]=1.S(Cl)([Cl:17])=O, predict the reaction product. The product is: [Cl:17][CH2:9][C:8]1[C:3]([O:2][CH3:1])=[N:4][CH:5]=[C:6]([C:11]([F:14])([F:13])[F:12])[CH:7]=1. (3) Given the reactants N1(C2N=CC(C[C:13](O)=[O:14])=CC=2)C=NN=N1.[N:16]1([C:21]2[CH:22]=[CH:23][C:24]([CH2:27][C:28]([OH:30])=[O:29])=[N:25][CH:26]=2)[CH:20]=[N:19][N:18]=[N:17]1.ClC1C(OC)=CC([N+]([O-])=O)=CN=1, predict the reaction product. The product is: [CH3:13][O:14][C:23]1[C:24]([CH2:27][C:28]([OH:30])=[O:29])=[N:25][CH:26]=[C:21]([N:16]2[CH:20]=[N:19][N:18]=[N:17]2)[CH:22]=1.